Dataset: Forward reaction prediction with 1.9M reactions from USPTO patents (1976-2016). Task: Predict the product of the given reaction. (1) Given the reactants [K].[C:2]([O:9][CH2:10][CH3:11])(=[O:8])[C:3]([O:5]CC)=O.[CH3:12][O:13][C:14]1[N:19]=[C:18]([CH3:20])[C:17]([N+:21]([O-:23])=[O:22])=[CH:16][CH:15]=1, predict the reaction product. The product is: [CH3:12][O:13][C:14]1[N:19]=[C:18]([CH2:20][C:3](=[O:5])[C:2]([O:9][CH2:10][CH3:11])=[O:8])[C:17]([N+:21]([O-:23])=[O:22])=[CH:16][CH:15]=1. (2) Given the reactants [CH3:1][C:2]1[C:7]([C:8]#[N:9])=[CH:6][N:5]=[C:4]([N:10]2[CH2:14][CH2:13][C:12]3([CH2:19][CH2:18][NH:17][CH2:16][CH2:15]3)[CH2:11]2)[CH:3]=1.[CH3:20][C:21]1[C:29]([C@@H:30]2[CH2:32][O:31]2)=[CH:28][CH:27]=[C:26]2[C:22]=1[CH2:23][O:24][C:25]2=[O:33], predict the reaction product. The product is: [OH:31][C@H:30]([C:29]1[C:21]([CH3:20])=[C:22]2[C:26](=[CH:27][CH:28]=1)[C:25](=[O:33])[O:24][CH2:23]2)[CH2:32][N:17]1[CH2:18][CH2:19][C:12]2([CH2:11][N:10]([C:4]3[CH:3]=[C:2]([CH3:1])[C:7]([C:8]#[N:9])=[CH:6][N:5]=3)[CH2:14][CH2:13]2)[CH2:15][CH2:16]1. (3) Given the reactants [CH:1]1[C:14]2[NH:13][C:12]3[C:7](=[CH:8][CH:9]=[CH:10][CH:11]=3)[S:6][C:5]=2[CH:4]=[CH:3][C:2]=1[C:15]([OH:17])=O.[NH2:18][C@H:19]([C:24]([NH:26][C@H:27]([C:32]([NH:34][C@H:35]([C:40]([NH:42][C@H:43]1[CH2:47][CH2:46][O:45][CH:44]1[O:48][CH3:49])=[O:41])[CH2:36][CH:37]([CH3:39])[CH3:38])=[O:33])[CH2:28][CH:29]([CH3:31])[CH3:30])=[O:25])[CH2:20][CH:21]([CH3:23])[CH3:22], predict the reaction product. The product is: [CH:1]1[C:14]2[NH:13][C:12]3[C:7](=[CH:8][CH:9]=[CH:10][CH:11]=3)[S:6][C:5]=2[CH:4]=[CH:3][C:2]=1[C:15]([NH:18][C@H:19]([C:24]([NH:26][C@H:27]([C:32]([NH:34][C@H:35]([C:40]([NH:42][C@H:43]1[CH2:47][CH2:46][O:45][CH:44]1[O:48][CH3:49])=[O:41])[CH2:36][CH:37]([CH3:38])[CH3:39])=[O:33])[CH2:28][CH:29]([CH3:31])[CH3:30])=[O:25])[CH2:20][CH:21]([CH3:23])[CH3:22])=[O:17]. (4) Given the reactants [Cl:1][C:2]1[CH:3]=[C:4]2[NH:10][C:9]([C:11]3[CH:16]=[CH:15][N:14]=[C:13]([NH:17]C(=O)C)[CH:12]=3)=[C:8]([C:21]3[CH:26]=[CH:25][C:24]([O:27][CH3:28])=[C:23]([CH3:29])[N:22]=3)[C:5]2=[N:6][CH:7]=1.C(O)(C(F)(F)F)=O.CCCCCCCCCCCCOS([O-])(=O)=O.[Na+], predict the reaction product. The product is: [Cl:1][C:2]1[CH:3]=[C:4]2[NH:10][C:9]([C:11]3[CH:16]=[CH:15][N:14]=[C:13]([NH2:17])[CH:12]=3)=[C:8]([C:21]3[CH:26]=[CH:25][C:24]([O:27][CH3:28])=[C:23]([CH3:29])[N:22]=3)[C:5]2=[N:6][CH:7]=1. (5) Given the reactants C([Mg]CCCC)CCC.C(NC(C)C)(C)C.[CH2:17]([N:24]1[C:28]2[C:29]([N:35]([CH3:37])[CH3:36])=[N:30][N:31]([CH3:34])[C:32](=[O:33])[C:27]=2[N:26]=[CH:25]1)[C:18]1[CH:23]=[CH:22][CH:21]=[CH:20][CH:19]=1.[Cl:38]C(Cl)(Cl)C(Cl)(Cl)Cl.[Cl-].[NH4+], predict the reaction product. The product is: [CH2:17]([N:24]1[C:28]2[C:29]([N:35]([CH3:37])[CH3:36])=[N:30][N:31]([CH3:34])[C:32](=[O:33])[C:27]=2[N:26]=[C:25]1[Cl:38])[C:18]1[CH:19]=[CH:20][CH:21]=[CH:22][CH:23]=1. (6) Given the reactants [C:1]1([C:7]2[CH:8]=[N:9][N:10]3[CH:15]=[C:14]([C:16]4[CH:23]=[CH:22][C:19]([CH:20]=O)=[CH:18][CH:17]=4)[CH:13]=[N:12][C:11]=23)[CH:6]=[CH:5][CH:4]=[CH:3][CH:2]=1.[CH2:24]([NH2:31])[C:25]1[CH:30]=[CH:29][CH:28]=[CH:27][CH:26]=1.C(O)(=O)C.C(O[BH-](OC(=O)C)OC(=O)C)(=O)C.[Na+], predict the reaction product. The product is: [C:25]1([CH2:24][NH:31][CH2:20][C:19]2[CH:22]=[CH:23][C:16]([C:14]3[CH:13]=[N:12][C:11]4[N:10]([N:9]=[CH:8][C:7]=4[C:1]4[CH:6]=[CH:5][CH:4]=[CH:3][CH:2]=4)[CH:15]=3)=[CH:17][CH:18]=2)[CH:30]=[CH:29][CH:28]=[CH:27][CH:26]=1. (7) The product is: [C:22]1([CH:28]([C:29]2[CH:30]=[CH:31][CH:32]=[CH:33][CH:34]=2)[S:1][C:2]2[S:3][C:4]3[CH2:13][C:12]4[C:11]([O:14][CH2:15][C:16]([OH:18])=[O:17])=[CH:10][CH:9]=[CH:8][C:7]=4[C:5]=3[N:6]=2)[CH:27]=[CH:26][CH:25]=[CH:24][CH:23]=1. Given the reactants [SH:1][C:2]1[S:3][C:4]2[CH2:13][C:12]3[C:11]([O:14][CH2:15][C:16]([O:18]CC)=[O:17])=[CH:10][CH:9]=[CH:8][C:7]=3[C:5]=2[N:6]=1.[Br-].[C:22]1([CH2:28][C:29]2[CH:34]=[CH:33][CH:32]=[CH:31][CH:30]=2)[CH:27]=[CH:26][CH:25]=[CH:24][CH:23]=1, predict the reaction product. (8) Given the reactants [CH2:1]([S:3]([O:6][C:7]1[CH:12]=[CH:11][CH:10]=[C:9]([C:13]2([C:21]3[CH:26]=[CH:25][CH:24]=[C:23]([Br:27])[CH:22]=3)[C:17](=[O:18])[N:16]([CH3:19])[C:15](=S)[NH:14]2)[CH:8]=1)(=[O:5])=[O:4])[CH3:2].[NH3:28].C(OO)(C)(C)C, predict the reaction product. The product is: [CH2:1]([S:3]([O:6][C:7]1[CH:12]=[CH:11][CH:10]=[C:9]([C:13]2([C:21]3[CH:26]=[CH:25][CH:24]=[C:23]([Br:27])[CH:22]=3)[C:17](=[O:18])[N:16]([CH3:19])[C:15]([NH2:28])=[N:14]2)[CH:8]=1)(=[O:5])=[O:4])[CH3:2]. (9) The product is: [CH:1]1([CH2:4][O:5][C:6]2[N:11]=[C:10]([C:12]([N:24]3[CH2:25][CH2:26][C:22]([OH:27])([CH3:21])[CH2:23]3)=[O:14])[CH:9]=[CH:8][C:7]=2[N:15]2[CH2:18][C:17]([F:20])([F:19])[CH2:16]2)[CH2:2][CH2:3]1. Given the reactants [CH:1]1([CH2:4][O:5][C:6]2[N:11]=[C:10]([C:12]([OH:14])=O)[CH:9]=[CH:8][C:7]=2[N:15]2[CH2:18][C:17]([F:20])([F:19])[CH2:16]2)[CH2:3][CH2:2]1.[CH3:21][C:22]1([OH:27])[CH2:26][CH2:25][NH:24][CH2:23]1.CN(C(ON1N=NC2C=CC=CC1=2)=[N+](C)C)C.[B-](F)(F)(F)F.CCN(C(C)C)C(C)C, predict the reaction product. (10) Given the reactants [Br:1][C:2]1[CH:3]=[C:4]2[C:9](=[CH:10][CH:11]=1)[NH:8][C:7](=O)[N:6]=[C:5]2[C:13]1[CH:18]=[CH:17][CH:16]=[C:15]([Cl:19])[CH:14]=1.P(Cl)(Cl)([Cl:22])=O, predict the reaction product. The product is: [Br:1][C:2]1[CH:3]=[C:4]2[C:9](=[CH:10][CH:11]=1)[N:8]=[C:7]([Cl:22])[N:6]=[C:5]2[C:13]1[CH:18]=[CH:17][CH:16]=[C:15]([Cl:19])[CH:14]=1.